From a dataset of Full USPTO retrosynthesis dataset with 1.9M reactions from patents (1976-2016). Predict the reactants needed to synthesize the given product. (1) The reactants are: [Cl:1][C:2]1[CH:19]=[CH:18][C:5]2[N:6]([CH:11]3[CH2:15][CH2:14][C:13]([F:17])([F:16])[CH2:12]3)[C:7]([CH2:9]Cl)=[N:8][C:4]=2[CH:3]=1.[CH3:20][S:21]([C:24]1[C:32]2[C:27](=[CH:28][N:29]=[CH:30][CH:31]=2)[NH:26][N:25]=1)(=[O:23])=[O:22]. Given the product [Cl:1][C:2]1[CH:19]=[CH:18][C:5]2[N:6]([CH:11]3[CH2:15][CH2:14][C:13]([F:17])([F:16])[CH2:12]3)[C:7]([CH2:9][N:26]3[C:27]4=[CH:28][N:29]=[CH:30][CH:31]=[C:32]4[C:24]([S:21]([CH3:20])(=[O:22])=[O:23])=[N:25]3)=[N:8][C:4]=2[CH:3]=1, predict the reactants needed to synthesize it. (2) Given the product [CH2:33]([O:1][C:2]1[C:3]2[N:4]([N:8]=[C:9]([C:21]3[CH:22]=[CH:23][CH:24]=[CH:25][CH:26]=3)[C:10]=2[C:11]2[CH:12]=[CH:13][C:14](=[O:20])[N:15]([CH:17]([CH3:19])[CH3:18])[N:16]=2)[CH:5]=[CH:6][CH:7]=1)[CH3:34], predict the reactants needed to synthesize it. The reactants are: [OH:1][C:2]1[C:3]2[N:4]([N:8]=[C:9]([C:21]3[CH:26]=[CH:25][CH:24]=[CH:23][CH:22]=3)[C:10]=2[C:11]2[CH:12]=[CH:13][C:14](=[O:20])[N:15]([CH:17]([CH3:19])[CH3:18])[N:16]=2)[CH:5]=[CH:6][CH:7]=1.C(=O)([O-])[O-].[K+].[K+].[CH2:33](I)[CH3:34]. (3) Given the product [CH3:1][O:2][N:3]([CH3:13])[C:4]([CH:6]1[CH2:11][CH2:10][C:9]2([O:21][CH2:25][CH2:31][O:12]2)[CH2:8][CH2:7]1)=[O:5], predict the reactants needed to synthesize it. The reactants are: [CH3:1][O:2][N:3]([CH3:13])[C:4]([CH:6]1[CH2:11][CH2:10][C:9](=[O:12])[CH2:8][CH2:7]1)=[O:5].C1(C)C(S([O-])(=O)=[O:21])=CC=CC=1.[C:25]1([CH3:31])C=CC=CC=1. (4) Given the product [CH3:1][C:2]1[CH:30]=[CH:29][CH:28]=[C:27]([CH3:31])[C:3]=1[O:4][C:5]1[CH:6]=[C:7]2[C:12](=[CH:13][C:14]=1[CH3:15])[N:11]=[C:10]([N:16]1[CH:20]=[C:19]([C:21]([OH:23])=[O:22])[CH:18]=[N:17]1)[N:9]=[C:8]2[N:32]1[CH2:36][CH2:35][CH2:34][CH2:33]1, predict the reactants needed to synthesize it. The reactants are: [CH3:1][C:2]1[CH:30]=[CH:29][CH:28]=[C:27]([CH3:31])[C:3]=1[O:4][C:5]1[CH:6]=[C:7]2[C:12](=[CH:13][C:14]=1[CH3:15])[N:11]=[C:10]([N:16]1[CH:20]=[C:19]([C:21]([O:23]CC)=[O:22])[CH:18]=[N:17]1)[NH:9][C:8]2=O.[NH:32]1[CH2:36][CH2:35][CH2:34][CH2:33]1. (5) Given the product [NH2:43][C:21]1[N:20]([CH3:24])[C:19](=[O:25])[C:18]([C:15]2[CH:16]=[CH:17][C:12]([OH:11])=[CH:13][CH:14]=2)([C:26]2[CH:27]=[C:28]([C:32]3[CH:37]=[CH:36][CH:35]=[C:34]([O:38][CH3:39])[CH:33]=3)[CH:29]=[CH:30][CH:31]=2)[N:22]=1, predict the reactants needed to synthesize it. The reactants are: C(OOC(C)(C)C)(C)(C)C.[OH:11][C:12]1[CH:17]=[CH:16][C:15]([C:18]2([C:26]3[CH:27]=[C:28]([C:32]4[CH:37]=[CH:36][CH:35]=[C:34]([O:38][CH3:39])[CH:33]=4)[CH:29]=[CH:30][CH:31]=3)[NH:22][C:21](=S)[N:20]([CH3:24])[C:19]2=[O:25])=[CH:14][CH:13]=1.CO.[OH-].[NH4+:43].